Dataset: Full USPTO retrosynthesis dataset with 1.9M reactions from patents (1976-2016). Task: Predict the reactants needed to synthesize the given product. Given the product [C:11]([N:10]=[C:13]([NH2:14])[NH:4][C:3]1[C:2]([F:1])=[CH:8][CH:7]=[CH:6][C:5]=1[F:9])#[N:12], predict the reactants needed to synthesize it. The reactants are: [F:1][C:2]1[CH:8]=[CH:7][CH:6]=[C:5]([F:9])[C:3]=1[NH2:4].[N-:10]([C:13]#[N:14])[C:11]#[N:12].[Na+].